Dataset: NCI-60 drug combinations with 297,098 pairs across 59 cell lines. Task: Regression. Given two drug SMILES strings and cell line genomic features, predict the synergy score measuring deviation from expected non-interaction effect. (1) Drug 1: C1=CC(=CC=C1CCCC(=O)O)N(CCCl)CCCl. Drug 2: CNC(=O)C1=NC=CC(=C1)OC2=CC=C(C=C2)NC(=O)NC3=CC(=C(C=C3)Cl)C(F)(F)F. Cell line: CAKI-1. Synergy scores: CSS=48.0, Synergy_ZIP=-10.8, Synergy_Bliss=-9.61, Synergy_Loewe=-18.0, Synergy_HSA=-5.59. (2) Drug 1: C1CCN(CC1)CCOC2=CC=C(C=C2)C(=O)C3=C(SC4=C3C=CC(=C4)O)C5=CC=C(C=C5)O. Drug 2: CC12CCC3C(C1CCC2O)C(CC4=C3C=CC(=C4)O)CCCCCCCCCS(=O)CCCC(C(F)(F)F)(F)F. Cell line: MALME-3M. Synergy scores: CSS=0.488, Synergy_ZIP=-0.892, Synergy_Bliss=-2.24, Synergy_Loewe=-4.14, Synergy_HSA=-3.97. (3) Drug 1: CC1=C(C=C(C=C1)C(=O)NC2=CC(=CC(=C2)C(F)(F)F)N3C=C(N=C3)C)NC4=NC=CC(=N4)C5=CN=CC=C5. Drug 2: CCC1(CC2CC(C3=C(CCN(C2)C1)C4=CC=CC=C4N3)(C5=C(C=C6C(=C5)C78CCN9C7C(C=CC9)(C(C(C8N6C)(C(=O)OC)O)OC(=O)C)CC)OC)C(=O)OC)O.OS(=O)(=O)O. Cell line: ACHN. Synergy scores: CSS=-2.93, Synergy_ZIP=2.95, Synergy_Bliss=1.02, Synergy_Loewe=-5.12, Synergy_HSA=-5.61. (4) Drug 1: C1CN1P(=S)(N2CC2)N3CC3. Drug 2: C1CN1C2=NC(=NC(=N2)N3CC3)N4CC4. Cell line: SNB-75. Synergy scores: CSS=21.6, Synergy_ZIP=-8.08, Synergy_Bliss=-0.528, Synergy_Loewe=-0.729, Synergy_HSA=1.81. (5) Drug 1: COCCOC1=C(C=C2C(=C1)C(=NC=N2)NC3=CC=CC(=C3)C#C)OCCOC. Drug 2: CC1=C(C(=CC=C1)Cl)NC(=O)C2=CN=C(S2)NC3=CC(=NC(=N3)C)N4CCN(CC4)CCO. Cell line: HCT116. Synergy scores: CSS=22.9, Synergy_ZIP=3.83, Synergy_Bliss=3.56, Synergy_Loewe=-5.78, Synergy_HSA=-0.972. (6) Drug 1: C(CCl)NC(=O)N(CCCl)N=O. Drug 2: CC1C(C(CC(O1)OC2CC(CC3=C2C(=C4C(=C3O)C(=O)C5=C(C4=O)C(=CC=C5)OC)O)(C(=O)CO)O)N)O.Cl. Cell line: HCT116. Synergy scores: CSS=38.3, Synergy_ZIP=0.403, Synergy_Bliss=-2.17, Synergy_Loewe=0.581, Synergy_HSA=1.22. (7) Drug 1: CC1=CC2C(CCC3(C2CCC3(C(=O)C)OC(=O)C)C)C4(C1=CC(=O)CC4)C. Drug 2: C1C(C(OC1N2C=NC(=NC2=O)N)CO)O. Cell line: SNB-75. Synergy scores: CSS=-11.4, Synergy_ZIP=5.17, Synergy_Bliss=-2.44, Synergy_Loewe=-7.45, Synergy_HSA=-8.13. (8) Drug 1: C1=NC2=C(N=C(N=C2N1C3C(C(C(O3)CO)O)O)F)N. Drug 2: C1=NC2=C(N=C(N=C2N1C3C(C(C(O3)CO)O)F)Cl)N. Cell line: PC-3. Synergy scores: CSS=9.26, Synergy_ZIP=-2.84, Synergy_Bliss=1.82, Synergy_Loewe=-6.03, Synergy_HSA=0.766. (9) Drug 1: CCN(CC)CCNC(=O)C1=C(NC(=C1C)C=C2C3=C(C=CC(=C3)F)NC2=O)C. Drug 2: C1C(C(OC1N2C=NC(=NC2=O)N)CO)O. Cell line: SF-295. Synergy scores: CSS=1.38, Synergy_ZIP=1.32, Synergy_Bliss=0.400, Synergy_Loewe=-3.14, Synergy_HSA=-2.65.